Dataset: Reaction yield outcomes from USPTO patents with 853,638 reactions. Task: Predict the reaction yield, written as a fraction of the theoretical maximum amount of product (1.0 means a 100% yield; for example, 0.34 means a 34% yield). (1) The reactants are [NH2:1][C:2]([CH3:6])([CH3:5])[CH2:3][OH:4].[H-].[Na+].[NH2:9][C:10]1[CH:17]=[CH:16][CH:15]=[C:14](F)[C:11]=1[C:12]#[N:13]. The catalyst is C1COCC1. The product is [NH2:9][C:10]1[CH:17]=[CH:16][CH:15]=[C:14]([O:4][CH2:3][C:2]([NH2:1])([CH3:6])[CH3:5])[C:11]=1[C:12]#[N:13]. The yield is 0.710. (2) The yield is 0.440. The reactants are [CH2:1]([O:3][C@H:4]([C:17]([O:19][CH2:20][CH3:21])=[O:18])[CH2:5][C:6]1[CH:16]=[CH:15][C:9]([O:10][CH2:11][C:12]([OH:14])=O)=[CH:8][CH:7]=1)[CH3:2].[F:22][C:23]1[CH:39]=[C:38]([F:40])[CH:37]=[CH:36][C:24]=1[CH2:25][NH:26][CH2:27][C:28]1[CH:33]=[CH:32][C:31]([CH2:34][CH3:35])=[CH:30][CH:29]=1.C(N(CC)C(C)C)(C)C.F[B-](F)(F)F.N1(OC(N(C)C)=[N+](C)C)C2C=CC=CC=2N=N1. The product is [F:22][C:23]1[CH:39]=[C:38]([F:40])[CH:37]=[CH:36][C:24]=1[CH2:25][N:26]([CH2:27][C:28]1[CH:33]=[CH:32][C:31]([CH2:34][CH3:35])=[CH:30][CH:29]=1)[C:12](=[O:14])[CH2:11][O:10][C:9]1[CH:8]=[CH:7][C:6]([CH2:5][C@H:4]([O:3][CH2:1][CH3:2])[C:17]([O:19][CH2:20][CH3:21])=[O:18])=[CH:16][CH:15]=1. The catalyst is C(Cl)Cl. (3) The reactants are [CH2:1]([N:8]([CH2:19][C:20]1[CH:25]=[CH:24][CH:23]=[CH:22][CH:21]=1)[C:9]1[C:16]([CH3:17])=[CH:15][C:12]([CH:13]=[O:14])=[C:11]([CH3:18])[CH:10]=1)[C:2]1[CH:7]=[CH:6][CH:5]=[CH:4][CH:3]=1.[CH2:26](O)[CH2:27][OH:28].C1(C)C=CC(S(O)(=O)=O)=CC=1.S([O-])([O-])(=O)=O.[Mg+2]. The catalyst is C1(C)C=CC=CC=1.CCOC(C)=O. The product is [CH2:19]([N:8]([CH2:1][C:2]1[CH:3]=[CH:4][CH:5]=[CH:6][CH:7]=1)[C:9]1[CH:10]=[C:11]([CH3:18])[C:12]([CH:13]2[O:28][CH2:27][CH2:26][O:14]2)=[CH:15][C:16]=1[CH3:17])[C:20]1[CH:21]=[CH:22][CH:23]=[CH:24][CH:25]=1. The yield is 0.780.